From a dataset of Catalyst prediction with 721,799 reactions and 888 catalyst types from USPTO. Predict which catalyst facilitates the given reaction. (1) Reactant: [Cl:1][C:2]1[CH:11]=[C:10]2[C:5]([C:6]([N:12]3[CH2:17][CH2:16][NH:15][CH2:14][CH2:13]3)=[CH:7][CH:8]=[N:9]2)=[CH:4][CH:3]=1.[F:18][C:19]1[CH:24]=[CH:23][C:22]([N:25]=[C:26]=[O:27])=[CH:21][CH:20]=1.CCCCCC.CCOC(C)=O. The catalyst class is: 1. Product: [Cl:1][C:2]1[CH:11]=[C:10]2[C:5]([C:6]([N:12]3[CH2:17][CH2:16][N:15]([C:26]([NH:25][C:22]4[CH:23]=[CH:24][C:19]([F:18])=[CH:20][CH:21]=4)=[O:27])[CH2:14][CH2:13]3)=[CH:7][CH:8]=[N:9]2)=[CH:4][CH:3]=1. (2) Reactant: [Br:1][C:2]1[CH:7]=[CH:6][C:5]([S:8](Cl)(=[O:10])=[O:9])=[C:4]([F:12])[CH:3]=1.[CH:13]1([CH2:16][NH2:17])[CH2:15][CH2:14]1. Product: [Br:1][C:2]1[CH:7]=[CH:6][C:5]([S:8]([NH:17][CH2:16][CH:13]2[CH2:15][CH2:14]2)(=[O:10])=[O:9])=[C:4]([F:12])[CH:3]=1. The catalyst class is: 4. (3) Reactant: [NH:1]1[CH2:6][CH2:5][NH:4][CH2:3][CH2:2]1.[F:7][C:8]1[CH:16]=[CH:15][CH:14]=[C:13]([F:17])[C:9]=1[C:10](Cl)=[O:11]. Product: [F:7][C:8]1[CH:16]=[CH:15][CH:14]=[C:13]([F:17])[C:9]=1[C:10]([N:1]1[CH2:6][CH2:5][NH:4][CH2:3][CH2:2]1)=[O:11]. The catalyst class is: 15. (4) Reactant: Br[C:2]1[CH:3]=[CH:4][C:5]([Cl:13])=[C:6]([CH:12]=1)[C:7]([O:9][CH2:10][CH3:11])=[O:8].[CH:14]1(B2OC(C)(C)C(C)(C)O2)[CH2:16][CH2:15]1.C([O-])([O-])=O.[Cs+].[Cs+].C(Cl)Cl. Product: [Cl:13][C:5]1[CH:4]=[CH:3][C:2]([CH:14]2[CH2:16][CH2:15]2)=[CH:12][C:6]=1[C:7]([O:9][CH2:10][CH3:11])=[O:8]. The catalyst class is: 38. (5) Reactant: [C:1]([O:5][C:6](=[O:16])[NH:7][CH2:8][CH2:9][C:10](=[O:15])NCOC)([CH3:4])([CH3:3])[CH3:2].[CH3:17][Mg+].[Br-].OS([O-])(=O)=O.[K+]. Product: [C:1]([O:5][C:6](=[O:16])[NH:7][CH2:8][CH2:9][C:10](=[O:15])[CH3:17])([CH3:2])([CH3:3])[CH3:4]. The catalyst class is: 49. (6) Reactant: FC(F)(F)C(O)=O.[C:8]([C:10]1[CH:11]=[C:12]([C:20]2[O:24][N:23]=[C:22]([C:25]3[CH:26]=[CH:27][CH:28]=[C:29]4[C:33]=3[NH:32][CH:31]=[C:30]4[CH2:34][CH2:35][C:36]([O:38]C(C)(C)C)=[O:37])[N:21]=2)[CH:13]=[CH:14][C:15]=1[O:16][CH:17]([CH3:19])[CH3:18])#[N:9]. Product: [C:8]([C:10]1[CH:11]=[C:12]([C:20]2[O:24][N:23]=[C:22]([C:25]3[CH:26]=[CH:27][CH:28]=[C:29]4[C:33]=3[NH:32][CH:31]=[C:30]4[CH2:34][CH2:35][C:36]([OH:38])=[O:37])[N:21]=2)[CH:13]=[CH:14][C:15]=1[O:16][CH:17]([CH3:19])[CH3:18])#[N:9]. The catalyst class is: 4. (7) Reactant: Cl[C:2]1[CH:7]=[CH:6][C:5]([N+:8]([O-:10])=[O:9])=[CH:4][C:3]=1[O:11][CH3:12].C(=O)([O-])[O-].[Na+].[Na+].CCN[C:22]1[CH:27]=[CH:26][CH:25]=[CH:24][N:23]=1.C[N:29]1C(=O)C[CH2:31][CH2:30]1. Product: [CH3:12][O:11][C:3]1[CH:4]=[C:5]([N+:8]([O-:10])=[O:9])[CH:6]=[CH:7][C:2]=1[NH:29][CH2:30][CH2:31][C:22]1[CH:27]=[CH:26][CH:25]=[CH:24][N:23]=1. The catalyst class is: 6. (8) Reactant: CC[O-].[Na+].[F:5][CH2:6][CH2:7][O:8][C:9]1[CH:14]=[CH:13][C:12]([N+:15]([O-:17])=[O:16])=[C:11]([CH3:18])[CH:10]=1.[C:19](OCC)(=[O:25])[C:20]([O:22][CH2:23][CH3:24])=[O:21].O. Product: [F:5][CH2:6][CH2:7][O:8][C:9]1[CH:14]=[CH:13][C:12]([N+:15]([O-:17])=[O:16])=[C:11]([CH2:18][C:19](=[O:25])[C:20]([O:22][CH2:23][CH3:24])=[O:21])[CH:10]=1. The catalyst class is: 863. (9) Product: [OH:33][CH2:30][CH2:36][O:1][C:2]1[CH:29]=[CH:28][C:5]([C:6]([NH:8][C:9]2[S:13][C:12]([NH:14][C:15]3[CH:24]=[CH:23][C:22]4[C:17](=[CH:18][CH:19]=[CH:20][CH:21]=4)[CH:16]=3)=[N:11][C:10]=2[C:25]([NH2:27])=[O:26])=[O:7])=[CH:4][CH:3]=1. Reactant: [OH:1][C:2]1[CH:29]=[CH:28][C:5]([C:6]([NH:8][C:9]2[S:13][C:12]([NH:14][C:15]3[CH:24]=[CH:23][C:22]4[C:17](=[CH:18][CH:19]=[CH:20][CH:21]=4)[CH:16]=3)=[N:11][C:10]=2[C:25]([NH2:27])=[O:26])=[O:7])=[CH:4][CH:3]=1.[C:30]([O-:33])([O-])=O.[K+].[K+].[CH3:36]N(C=O)C. The catalyst class is: 6.